Dataset: Reaction yield outcomes from USPTO patents with 853,638 reactions. Task: Predict the reaction yield, written as a fraction of the theoretical maximum amount of product (1.0 means a 100% yield; for example, 0.34 means a 34% yield). (1) The yield is 0.290. The product is [Cl:27][C:24]1[CH:25]=[CH:26][C:21]([O:20][C:17]2[CH:16]=[CH:15][C:14]([CH2:13][CH2:12][O:11][C:9]3[NH:10][CH:48]=[C:42]([CH2:41][C:38]4[CH:37]=[CH:36][C:35]([C:33]#[N:34])=[CH:40][CH:39]=4)[C:43](=[O:44])[N:32]=3)=[CH:19][CH:18]=2)=[CH:22][C:23]=1[C:28]([F:31])([F:30])[F:29]. The catalyst is CC(N(C)C)=O. The reactants are OS(C(F)(F)F)(=O)=O.[C:9](=[NH:32])([O:11][CH2:12][CH2:13][C:14]1[CH:19]=[CH:18][C:17]([O:20][C:21]2[CH:26]=[CH:25][C:24]([Cl:27])=[C:23]([C:28]([F:31])([F:30])[F:29])[CH:22]=2)=[CH:16][CH:15]=1)[NH2:10].[C:33]([C:35]1[CH:40]=[CH:39][C:38]([CH2:41][CH:42]([CH:48]=O)[C:43](OCC)=[O:44])=[CH:37][CH:36]=1)#[N:34].C([O-])([O-])=O.[K+].[K+]. (2) The reactants are [CH3:1][O:2][C:3]1[CH:4]=[C:5]([CH2:11][C:12]#[N:13])[CH:6]=[CH:7][C:8]=1[O:9][CH3:10].C[O-].[Na+].[CH:17](OCC)=[O:18]. The catalyst is C(OCC)C. The product is [CH3:1][O:2][C:3]1[CH:4]=[C:5]([CH:11]([CH:17]=[O:18])[C:12]#[N:13])[CH:6]=[CH:7][C:8]=1[O:9][CH3:10]. The yield is 0.780. (3) The reactants are [CH:1]([N:4]([CH3:29])[C:5]1[C:6]([C:19]2[CH:27]=[C:26]3[C:22]([CH:23]=[N:24][N:25]3[CH3:28])=[CH:21][CH:20]=2)=[N:7][C:8]2[C:13]([N:14]=1)=[CH:12][C:11]([C:15]([O:17]C)=[O:16])=[CH:10][CH:9]=2)([CH3:3])[CH3:2].O[Li].O.Cl. The product is [CH:1]([N:4]([CH3:29])[C:5]1[C:6]([C:19]2[CH:27]=[C:26]3[C:22]([CH:23]=[N:24][N:25]3[CH3:28])=[CH:21][CH:20]=2)=[N:7][C:8]2[C:13]([N:14]=1)=[CH:12][C:11]([C:15]([OH:17])=[O:16])=[CH:10][CH:9]=2)([CH3:3])[CH3:2]. The catalyst is O1CCCC1.O. The yield is 0.300.